Dataset: Forward reaction prediction with 1.9M reactions from USPTO patents (1976-2016). Task: Predict the product of the given reaction. (1) Given the reactants [CH2:1]([C:5]1[O:6][C:7]2[CH:40]=[CH:39][CH:38]=[CH:37][C:8]=2[C:9]=1[C:10]1[O:11][C:12]([C:15]2[CH:16]=[C:17]3[C:22](=[CH:23][CH:24]=2)[CH:21]=[C:20]([O:25][CH2:26][C:27]2[CH:36]=[CH:35][C:30]([C:31]([O:33]C)=[O:32])=[CH:29][CH:28]=2)[CH:19]=[CH:18]3)=[CH:13][N:14]=1)[CH2:2][CH2:3][CH3:4].[OH-].[Na+].O.Cl, predict the reaction product. The product is: [CH2:1]([C:5]1[O:6][C:7]2[CH:40]=[CH:39][CH:38]=[CH:37][C:8]=2[C:9]=1[C:10]1[O:11][C:12]([C:15]2[CH:16]=[C:17]3[C:22](=[CH:23][CH:24]=2)[CH:21]=[C:20]([O:25][CH2:26][C:27]2[CH:28]=[CH:29][C:30]([C:31]([OH:33])=[O:32])=[CH:35][CH:36]=2)[CH:19]=[CH:18]3)=[CH:13][N:14]=1)[CH2:2][CH2:3][CH3:4]. (2) Given the reactants [C:1]([C:3]1[CH:4]=[C:5]([C:24]2[CH:29]=[CH:28][C:27]([C:30]([O:32]CC)=[O:31])=[C:26]([F:35])[CH:25]=2)[CH:6]=[CH:7][C:8]=1[O:9][CH2:10][CH:11]1[CH2:16][CH2:15][N:14]([CH2:17][C:18]([CH2:22][CH3:23])([F:21])[CH2:19][CH3:20])[CH2:13][CH2:12]1)#[N:2].O[Li].O, predict the reaction product. The product is: [C:1]([C:3]1[CH:4]=[C:5]([C:24]2[CH:29]=[CH:28][C:27]([C:30]([OH:32])=[O:31])=[C:26]([F:35])[CH:25]=2)[CH:6]=[CH:7][C:8]=1[O:9][CH2:10][CH:11]1[CH2:12][CH2:13][N:14]([CH2:17][C:18]([CH2:22][CH3:23])([F:21])[CH2:19][CH3:20])[CH2:15][CH2:16]1)#[N:2]. (3) The product is: [F:17][C:8]1[CH:9]=[C:10]([C:13]([OH:16])([CH3:15])[CH3:14])[CH:11]=[CH:12][C:7]=1[C:5]1[S:6][C:2]([NH:1][C:22]2[CH:23]=[CH:24][C:25]([C:29]([OH:32])([CH3:30])[CH3:31])=[C:26]([CH3:28])[N:27]=2)=[C:3]([C:18]([NH2:20])=[O:19])[N:4]=1. Given the reactants [NH2:1][C:2]1[S:6][C:5]([C:7]2[CH:12]=[CH:11][C:10]([C:13]([OH:16])([CH3:15])[CH3:14])=[CH:9][C:8]=2[F:17])=[N:4][C:3]=1[C:18]([NH2:20])=[O:19].Cl[C:22]1[N:27]=[C:26]([CH3:28])[C:25]([C:29]([OH:32])([CH3:31])[CH3:30])=[CH:24][CH:23]=1.CC(C1C=C(C(C)C)C(C2C=CC=CC=2P(C2CCCCC2)C2CCCCC2)=C(C(C)C)C=1)C.C(=O)([O-])[O-].[K+].[K+].C(O)(CC)(C)C, predict the reaction product. (4) The product is: [C:1]([C:5]1[CH:9]=[C:8]([CH2:10][NH:11][C:32]([NH:31][C:28]2[CH:27]=[CH:26][C:25]([C:21]([CH3:24])([CH2:22][OH:23])[CH2:20][OH:19])=[CH:30][CH:29]=2)=[O:33])[N:7]([C:12]2[CH:17]=[CH:16][CH:15]=[C:14]([Cl:18])[CH:13]=2)[N:6]=1)([CH3:4])([CH3:2])[CH3:3]. Given the reactants [C:1]([C:5]1[CH:9]=[C:8]([CH2:10][NH2:11])[N:7]([C:12]2[CH:17]=[CH:16][CH:15]=[C:14]([Cl:18])[CH:13]=2)[N:6]=1)([CH3:4])([CH3:3])[CH3:2].[OH:19][CH2:20][C:21]([C:25]1[CH:30]=[CH:29][C:28]([NH:31][C:32](=O)[O:33]C2C=CC=CC=2)=[CH:27][CH:26]=1)([CH3:24])[CH2:22][OH:23], predict the reaction product. (5) Given the reactants Cl[C:2]1[CH:7]=[C:6]([C:8]([F:11])([F:10])[F:9])[N:5]=[C:4]([C:12]2[CH:17]=[CH:16][CH:15]=[CH:14][N:13]=2)[N:3]=1.[CH3:18][CH2:19][O:20][C:21]1[CH:26]=[CH:25][CH:24]=[C:23]([NH2:27])[CH:22]=1.Cl.[OH-].[Na+], predict the reaction product. The product is: [CH2:19]([O:20][C:21]1[CH:22]=[C:23]([CH:24]=[CH:25][CH:26]=1)[NH:27][C:2]1[CH:7]=[C:6]([C:8]([F:11])([F:10])[F:9])[N:5]=[C:4]([C:12]2[CH:17]=[CH:16][CH:15]=[CH:14][N:13]=2)[N:3]=1)[CH3:18]. (6) Given the reactants [OH:1][C@@:2]1([C:9]#[C:10][C:11]2[CH:12]=[C:13]([N:17]3[C:25]4[CH2:24][CH2:23][N:22]([S:26]([CH3:29])(=[O:28])=[O:27])[CH2:21][C:20]=4[C:19]([C:30]([O:32]CC)=O)=[N:18]3)[CH:14]=[CH:15][CH:16]=2)[CH2:6][CH2:5][N:4]([CH3:7])[C:3]1=[O:8].[NH3:35], predict the reaction product. The product is: [OH:1][C@@:2]1([C:9]#[C:10][C:11]2[CH:12]=[C:13]([N:17]3[C:25]4[CH2:24][CH2:23][N:22]([S:26]([CH3:29])(=[O:28])=[O:27])[CH2:21][C:20]=4[C:19]([C:30]([NH2:35])=[O:32])=[N:18]3)[CH:14]=[CH:15][CH:16]=2)[CH2:6][CH2:5][N:4]([CH3:7])[C:3]1=[O:8]. (7) Given the reactants [CH2:1]([N:6]1[C:14]2[N:13]=[CH:12][NH:11][C:10]=2[C:9](=[O:15])[NH:8][C:7]1=[S:16])[CH2:2][CH2:3][CH2:4][CH3:5].S(OC)(O[CH3:21])(=O)=O.C(O)(=O)C, predict the reaction product. The product is: [CH3:21][S:16][C:7]1[N:6]([CH2:1][CH2:2][CH2:3][CH2:4][CH3:5])[C:14]2[N:13]=[CH:12][NH:11][C:10]=2[C:9](=[O:15])[N:8]=1. (8) Given the reactants [NH2:1][C:2]1[CH:3]=[C:4]([CH:9]=[CH:10][C:11]=1[O:12][CH3:13])[C:5]([O:7][CH3:8])=[O:6].C(Cl)CCl.C1C=CC2N(O)N=NC=2C=1.[S:28]1[CH:32]=[CH:31][CH:30]=[C:29]1[C:33](O)=[O:34], predict the reaction product. The product is: [CH3:13][O:12][C:11]1[CH:10]=[CH:9][C:4]([C:5]([O:7][CH3:8])=[O:6])=[CH:3][C:2]=1[NH:1][C:33]([C:29]1[S:28][CH:32]=[CH:31][CH:30]=1)=[O:34].